Predict the reaction yield, written as a fraction of the theoretical maximum amount of product (1.0 means a 100% yield; for example, 0.34 means a 34% yield). From a dataset of Reaction yield outcomes from USPTO patents with 853,638 reactions. (1) The reactants are [C:1]([C:5]1[S:9]/[C:8](=[N:10]\[C:11](=[O:20])[C:12]2[CH:17]=[C:16]([Cl:18])[CH:15]=[CH:14][C:13]=2F)/[N:7]([CH2:21][CH2:22][CH2:23][CH3:24])[CH:6]=1)([CH3:4])([CH3:3])[CH3:2].[CH2:25]([OH:30])[C:26]([F:29])([F:28])[F:27].CC([O-])(C)C.[K+]. The catalyst is C1COCC1.O. The product is [C:1]([C:5]1[S:9]/[C:8](=[N:10]\[C:11](=[O:20])[C:12]2[CH:17]=[C:16]([Cl:18])[CH:15]=[CH:14][C:13]=2[O:30][CH2:25][C:26]([F:29])([F:28])[F:27])/[N:7]([CH2:21][CH2:22][CH2:23][CH3:24])[CH:6]=1)([CH3:4])([CH3:3])[CH3:2]. The yield is 0.400. (2) The reactants are Br[C:2]1[CH:3]=[C:4]([NH2:19])[CH:5]=[CH:6][C:7]=1[CH2:8][S:9]([C:12]1[CH:17]=[CH:16][C:15]([CH3:18])=[CH:14][CH:13]=1)(=[O:11])=[O:10].[CH2:20](C([Sn])=C(CCCC)CCCC)[CH2:21]CC.C1(P(C2C=CC=CC=2)C2C=CC=CC=2)C=CC=CC=1. The catalyst is C1(C)C=CC=CC=1. The product is [CH3:18][C:15]1[CH:16]=[CH:17][C:12]([S:9]([CH2:8][C:7]2[CH:6]=[CH:5][C:4]([NH2:19])=[C:3]([CH:20]=[CH2:21])[CH:2]=2)(=[O:11])=[O:10])=[CH:13][CH:14]=1. The yield is 0.520. (3) The reactants are [F:1][C:2]1[CH:9]=[C:8]([OH:10])[CH:7]=[CH:6][C:3]=1[C:4]#N.[OH-:11].[Na+].Cl.[OH2:14]. The product is [F:1][C:2]1[CH:9]=[C:8]([OH:10])[CH:7]=[CH:6][C:3]=1[C:4]([OH:14])=[O:11]. No catalyst specified. The yield is 1.00. (4) The reactants are [C:1]([C:3]1[CH:8]=[CH:7][CH:6]=[CH:5][C:4]=1[C:9]1[CH:14]=[CH:13][C:12]([CH2:15][C:16]2[C:17](=[O:42])[N:18]([C:28]3[CH:41]=[CH:40][C:31]([O:32][CH2:33][C:34](N(OC)C)=[O:35])=[CH:30][CH:29]=3)[C:19]3[N:20]([N:25]=[CH:26][CH:27]=3)[C:21]=2[CH2:22][CH2:23][CH3:24])=[CH:11][CH:10]=1)#[N:2].[CH3:43][Mg]Br.C(OCC)(=O)C.[Cl-].[NH4+]. The catalyst is O1CCCC1. The product is [OH:35][CH:34]([CH3:43])[CH2:33][O:32][C:31]1[CH:30]=[CH:29][C:28]([N:18]2[C:17](=[O:42])[C:16]([CH2:15][C:12]3[CH:13]=[CH:14][C:9]([C:4]4[C:3]([C:1]#[N:2])=[CH:8][CH:7]=[CH:6][CH:5]=4)=[CH:10][CH:11]=3)=[C:21]([CH2:22][CH2:23][CH3:24])[N:20]3[N:25]=[CH:26][CH:27]=[C:19]23)=[CH:41][CH:40]=1. The yield is 0.730. (5) The reactants are [C:1]1(Cl)[CH:6]=[CH:5][CH:4]=[CH:3][CH:2]=1.[CH3:8][C:9]1[CH:14]=[CH:13][C:12]([C:15](=[O:18])[CH2:16][CH3:17])=[CH:11][CH:10]=1.C(O[Na])(C)(C)C. The catalyst is C1(C)C=CC=CC=1.C([O-])(=O)C.[Pd+2].C([O-])(=O)C.COC1C=CC=C(N(C)C2C=CC=CC=2)C=1P(C1CCCCC1)C1CCCCC1. The product is [C:1]1([CH:16]([CH3:17])[C:15]([C:12]2[CH:13]=[CH:14][C:9]([CH3:8])=[CH:10][CH:11]=2)=[O:18])[CH:6]=[CH:5][CH:4]=[CH:3][CH:2]=1. The yield is 0.119.